Dataset: Forward reaction prediction with 1.9M reactions from USPTO patents (1976-2016). Task: Predict the product of the given reaction. Given the reactants [CH3:1][C:2]1[CH:14]=[C:13]([CH2:15][CH2:16][CH:17]([C:19]2[CH:24]=[CH:23][C:22]([S:25][CH3:26])=[CH:21][CH:20]=2)[OH:18])[CH:12]=[C:11]([CH3:27])[C:3]=1[O:4][C:5]([CH3:10])([CH3:9])[C:6]([OH:8])=[O:7].[CH2:28](O)C.O, predict the reaction product. The product is: [CH3:1][C:2]1[CH:14]=[C:13]([CH2:15][CH2:16][CH:17]([C:19]2[CH:24]=[CH:23][C:22]([S:25][CH3:26])=[CH:21][CH:20]=2)[O:18][CH3:28])[CH:12]=[C:11]([CH3:27])[C:3]=1[O:4][C:5]([CH3:9])([CH3:10])[C:6]([OH:8])=[O:7].